This data is from Forward reaction prediction with 1.9M reactions from USPTO patents (1976-2016). The task is: Predict the product of the given reaction. (1) Given the reactants [C:1]1([S:17]([O-:20])(=O)=[O:18])[C:14]2[C:13](=[O:15])[C:12]3[C:7](=[CH:8][CH:9]=[CH:10][CH:11]=3)[C:6](=[O:16])[C:5]=2[CH:4]=[CH:3][CH:2]=1.[Na+].O=P(Cl)(Cl)[Cl:24].S1(CCCC1)(=O)=O, predict the reaction product. The product is: [Cl:24][S:17]([C:1]1[C:14]2[C:13](=[O:15])[C:12]3[C:7](=[CH:8][CH:9]=[CH:10][CH:11]=3)[C:6](=[O:16])[C:5]=2[CH:4]=[CH:3][CH:2]=1)(=[O:20])=[O:18]. (2) Given the reactants [CH2:1](Br)[C:2]1[CH:7]=[CH:6][CH:5]=[CH:4][CH:3]=1.C(=O)([O-])[O-].[K+].[K+].[OH:15][C:16]1[CH:21]=[CH:20][C:19]([CH2:22][CH:23]([OH:29])[C:24]([O:26][CH2:27][CH3:28])=[O:25])=[CH:18][CH:17]=1, predict the reaction product. The product is: [CH2:1]([O:15][C:16]1[CH:17]=[CH:18][C:19]([CH2:22][CH:23]([OH:29])[C:24]([O:26][CH2:27][CH3:28])=[O:25])=[CH:20][CH:21]=1)[C:2]1[CH:7]=[CH:6][CH:5]=[CH:4][CH:3]=1.